From a dataset of Full USPTO retrosynthesis dataset with 1.9M reactions from patents (1976-2016). Predict the reactants needed to synthesize the given product. Given the product [CH2:3]([N:7]([C:8]1[CH:13]=[CH:12][C:11]([C:14]2[CH:15]=[CH:16][C:17]([NH:20][C:21]([C:23]3[CH:28]=[C:27]([N+:29]([O-:31])=[O:30])[CH:26]=[CH:25][C:24]=3[Cl:32])=[O:22])=[CH:18][CH:19]=2)=[CH:10][CH:9]=1)[CH3:33])[CH2:4][CH2:5][CH3:6], predict the reactants needed to synthesize it. The reactants are: [H-].[Na+].[CH2:3]([NH:7][C:8]1[CH:13]=[CH:12][C:11]([C:14]2[CH:19]=[CH:18][C:17]([NH:20][C:21]([C:23]3[CH:28]=[C:27]([N+:29]([O-:31])=[O:30])[CH:26]=[CH:25][C:24]=3[Cl:32])=[O:22])=[CH:16][CH:15]=2)=[CH:10][CH:9]=1)[CH2:4][CH2:5][CH3:6].[CH3:33]I.O.